This data is from Forward reaction prediction with 1.9M reactions from USPTO patents (1976-2016). The task is: Predict the product of the given reaction. (1) The product is: [CH3:20][C:21]1([CH3:28])[O:25][CH:24]([CH2:26][O:27][C:40]2[CH:41]=[CH:42][C:37]([B:32]3[O:33][C:34]([CH3:36])([CH3:35])[C:30]([CH3:44])([CH3:29])[O:31]3)=[CH:38][CH:39]=2)[CH2:23][O:22]1. Given the reactants C1(P(C2C=CC=CC=2)C2C=CC=CC=2)C=CC=CC=1.[CH3:20][C:21]1([CH3:28])[O:25][CH:24]([CH2:26][OH:27])[CH2:23][O:22]1.[CH3:29][C:30]1([CH3:44])[C:34]([CH3:36])([CH3:35])[O:33][B:32]([C:37]2[CH:42]=[CH:41][C:40](O)=[CH:39][CH:38]=2)[O:31]1.N(C(N1CCCCC1)=O)=NC(N1CCCCC1)=O, predict the reaction product. (2) Given the reactants [ClH:1].[Cl-:2].[NH2:3][C:4]([CH3:13])([CH3:12])[CH2:5][CH2:6][CH2:7][P+:8]([CH3:11])([CH3:10])[CH3:9].C(O[Cl:19])(C)(C)C, predict the reaction product. The product is: [Cl-:19].[Cl:1][N:3]([Cl:2])[C:4]([CH3:13])([CH3:12])[CH2:5][CH2:6][CH2:7][P+:8]([CH3:9])([CH3:11])[CH3:10]. (3) Given the reactants I[CH:2](C)C.[ClH:5].[CH3:6][O:7][C:8]1[CH:9]=[C:10]([C:16]2[C@@H:25]3[C@@H:20]([CH2:21][CH:22]=[CH:23][CH2:24]3)[C:19](=[O:26])[N:18]([CH:27]3[CH2:32][CH2:31][N:30]([CH2:33][C:34]4C=C5C(C=CC(=O)O5)=CC=4)[CH2:29][CH2:28]3)[N:17]=2)[CH:11]=[CH:12][C:13]=1[O:14][CH3:15], predict the reaction product. The product is: [ClH:5].[CH3:6][O:7][C:8]1[CH:9]=[C:10]([C:16]2[CH:25]3[CH:20]([CH2:21][CH:22]=[CH:23][CH2:24]3)[C:19](=[O:26])[N:18]([CH:27]3[CH2:32][CH2:31][N:30]([CH:33]([CH3:34])[CH3:2])[CH2:29][CH2:28]3)[N:17]=2)[CH:11]=[CH:12][C:13]=1[O:14][CH3:15]. (4) Given the reactants [CH2:1]([O:3][C:4](=[O:25])/[C:5](/[N:22]=[N+]=[N-])=[CH:6]/[C:7]1[CH:12]=[C:11]([C:13]2[O:14][CH:15]=[CH:16][CH:17]=2)[CH:10]=[C:9]([C:18]([Cl:21])([F:20])[F:19])[N:8]=1)[CH3:2], predict the reaction product. The product is: [CH2:1]([O:3][C:4]([C:5]1[CH:6]=[C:7]2[CH:12]=[C:11]([C:13]3[O:14][CH:15]=[CH:16][CH:17]=3)[CH:10]=[C:9]([C:18]([Cl:21])([F:20])[F:19])[N:8]2[N:22]=1)=[O:25])[CH3:2]. (5) Given the reactants [OH:1][C:2]1[CH:3]=[CH:4][C:5]([CH:8]=[CH:9][C:10]([O:12][CH2:13][CH3:14])=[O:11])=[N:6][CH:7]=1, predict the reaction product. The product is: [OH:1][C:2]1[CH:3]=[CH:4][C:5]([CH2:8][CH2:9][C:10]([O:12][CH2:13][CH3:14])=[O:11])=[N:6][CH:7]=1. (6) Given the reactants [F:1][C:2]([F:13])([F:12])[CH2:3][O:4][C:5]1[CH:10]=[CH:9][C:8]([NH2:11])=[CH:7][CH:6]=1.[C:14]([O-])(O)=[O:15].[Na+].ClC(Cl)(OC(=O)OC(Cl)(Cl)Cl)Cl, predict the reaction product. The product is: [N:11]([C:8]1[CH:7]=[CH:6][C:5]([O:4][CH2:3][C:2]([F:12])([F:13])[F:1])=[CH:10][CH:9]=1)=[C:14]=[O:15]. (7) Given the reactants [CH2:1]([O:8][C:9]1[CH:10]=[C:11]([NH:16][C:17]([NH:19]C(=O)C2C=CC=CC=2)=[S:18])[CH:12]=[C:13]([Br:15])[CH:14]=1)[C:2]1[CH:7]=[CH:6][CH:5]=[CH:4][CH:3]=1.[OH-].[Na+], predict the reaction product. The product is: [CH2:1]([O:8][C:9]1[CH:10]=[C:11]([NH:16][C:17]([NH2:19])=[S:18])[CH:12]=[C:13]([Br:15])[CH:14]=1)[C:2]1[CH:3]=[CH:4][CH:5]=[CH:6][CH:7]=1. (8) Given the reactants CON(C)[C:4](=[O:22])[C:5]([CH3:21])([C:13]1[CH:18]=[CH:17][C:16]([S:19][CH3:20])=[CH:15][N:14]=1)[CH2:6][CH:7]1[CH2:12][CH2:11][O:10][CH2:9][CH2:8]1.[CH:24]([Mg]Br)=[CH2:25].Cl, predict the reaction product. The product is: [CH3:21][C:5]([C:13]1[CH:18]=[CH:17][C:16]([S:19][CH3:20])=[CH:15][N:14]=1)([CH2:6][CH:7]1[CH2:8][CH2:9][O:10][CH2:11][CH2:12]1)[C:4](=[O:22])[CH:24]=[CH2:25]. (9) The product is: [F:1][C:32]1[CH:37]=[CH:36][C:35]([CH2:38][CH2:39][C:40]2[C:49]([CH3:50])=[C:48]([OH:51])[C:47]3[C:42](=[CH:43][CH:44]=[CH:45][CH:46]=3)[N:41]=2)=[CH:34][CH:33]=1. Given the reactants [F-:1].[K+].C1N2CCOCCOCCN(CCOCCOCC2)CCOCCOC1.[N+]([C:32]1[CH:37]=[CH:36][C:35]([CH2:38][CH2:39][C:40]2[C:49]([CH3:50])=[C:48]([OH:51])[C:47]3[C:42](=[CH:43][CH:44]=[CH:45][CH:46]=3)[N:41]=2)=[CH:34][CH:33]=1)([O-])=O, predict the reaction product.